Task: Predict the product of the given reaction.. Dataset: Forward reaction prediction with 1.9M reactions from USPTO patents (1976-2016) (1) Given the reactants [F:1][C:2]1[C:7]([O:8][CH3:9])=[CH:6][C:5]([O:10][CH3:11])=[C:4]([F:12])[C:3]=1[N:13]1[CH2:18][C:17]2[CH:19]=[N:20][C:21]3[NH:25][CH:24]=[CH:23][C:22]=3[C:16]=2[N:15]([CH3:26])[C:14]1=[O:27].[Br:28]N1C(=O)CCC1=O, predict the reaction product. The product is: [Br:28][C:23]1[C:22]2[C:16]3[N:15]([CH3:26])[C:14](=[O:27])[N:13]([C:3]4[C:2]([F:1])=[C:7]([O:8][CH3:9])[CH:6]=[C:5]([O:10][CH3:11])[C:4]=4[F:12])[CH2:18][C:17]=3[CH:19]=[N:20][C:21]=2[NH:25][CH:24]=1. (2) Given the reactants C(N(CC)CC)C.Cl.[CH3:9][N:10]1[CH2:15][CH2:14][N:13]([C:16]2[CH:21]=[C:20]([C:22]3[CH:31]=[C:30]4[C:25]([CH2:26][CH2:27][NH:28][CH2:29]4)=[CH:24][CH:23]=3)[N:19]=[C:18]([NH2:32])[N:17]=2)[CH2:12][CH2:11]1.[C:33]([C:35]1([CH2:39][C:40](O)=[O:41])[CH2:38][CH2:37][CH2:36]1)#[N:34].F[P-](F)(F)(F)(F)F.N1(O[P+](N(C)C)(N(C)C)N(C)C)C2C=CC=CC=2N=N1, predict the reaction product. The product is: [NH2:32][C:18]1[N:19]=[C:20]([C:22]2[CH:31]=[C:30]3[C:25]([CH2:26][CH2:27][N:28]([C:40](=[O:41])[CH2:39][C:35]4([C:33]#[N:34])[CH2:38][CH2:37][CH2:36]4)[CH2:29]3)=[CH:24][CH:23]=2)[CH:21]=[C:16]([N:13]2[CH2:12][CH2:11][N:10]([CH3:9])[CH2:15][CH2:14]2)[N:17]=1. (3) Given the reactants [F:1][C:2]1[CH:7]=[CH:6][C:5]([F:8])=[CH:4][C:3]=1[C:9]1[CH2:18][CH2:17][C:12]2([O:16][CH2:15][CH2:14][O:13]2)[CH2:11][CH:10]=1.ClC1C=C(C=CC=1)C(OO)=[O:24], predict the reaction product. The product is: [F:1][C:2]1[CH:7]=[CH:6][C:5]([F:8])=[CH:4][C:3]=1[C:9]12[O:24][CH:18]1[CH2:17][C:12]1([O:13][CH2:14][CH2:15][O:16]1)[CH2:11][CH2:10]2. (4) Given the reactants [CH2:1]([O:3][CH2:4][CH2:5][O:6][CH2:7][CH2:8][OH:9])[CH3:2].[OH-].[Na+].O.C1(C)C=CC(S(Cl)(=O)=O)=CC=1.[O:24]1[CH2:28][CH2:27][CH2:26][CH2:25]1, predict the reaction product. The product is: [CH:1]([O:3][CH2:4][CH2:5][O:6][CH2:7][CH2:8][O:9][CH2:26][CH2:25][O:24][CH2:28][CH3:27])=[CH2:2]. (5) Given the reactants Cl[C:2]1[C:10]([C:11]([OH:13])=[O:12])=[C:9]2[N:5]([CH2:6][CH2:7][CH2:8]2)[C:4](=[O:14])[C:3]=1[CH3:15].[F:16][C:17]1[CH:23]=[C:22]([I:24])[CH:21]=[CH:20][C:18]=1[NH2:19].[Li+].C[Si]([N-][Si](C)(C)C)(C)C, predict the reaction product. The product is: [F:16][C:17]1[CH:23]=[C:22]([I:24])[CH:21]=[CH:20][C:18]=1[NH:19][C:2]1[C:10]([C:11]([OH:13])=[O:12])=[C:9]2[N:5]([CH2:6][CH2:7][CH2:8]2)[C:4](=[O:14])[C:3]=1[CH3:15]. (6) Given the reactants [CH2:1]([O:8][C:9]1[CH:10]=[C:11](Br)[C:12]2[S:16][C:15]([CH3:17])=[N:14][C:13]=2[CH:18]=1)[C:2]1[CH:7]=[CH:6][CH:5]=[CH:4][CH:3]=1.C(P(C(C)(C)C)C1C=CC=CC=1C1C(C(C)C)=CC(C(C)C)=CC=1C(C)C)(C)(C)C.[OH-:50].[K+].Cl, predict the reaction product. The product is: [CH2:1]([O:8][C:9]1[CH:10]=[C:11]([OH:50])[C:12]2[S:16][C:15]([CH3:17])=[N:14][C:13]=2[CH:18]=1)[C:2]1[CH:7]=[CH:6][CH:5]=[CH:4][CH:3]=1. (7) Given the reactants [C:1]([O:5][C:6](=[O:26])[C:7]1[CH:12]=[CH:11][C:10]([CH2:13][N:14]2[CH:23]=[CH:22][C:21]3[C:16](=[CH:17][C:18](Br)=[CH:19][N:20]=3)[C:15]2=[O:25])=[CH:9][CH:8]=1)([CH3:4])([CH3:3])[CH3:2].C([CH:30]1C=NN=[N:31]1)C#C.[CH2:35](N(CC)CC)[CH3:36].[CH3:42][N:43]([CH3:46])[CH:44]=O, predict the reaction product. The product is: [C:1]([O:5][C:6](=[O:26])[C:7]1[CH:12]=[CH:11][C:10]([CH2:13][N:14]2[CH:23]=[CH:22][C:21]3[C:16](=[CH:17][C:18]([C:35]#[C:36][CH2:42][N:43]4[CH:46]=[CH:30][N:31]=[CH:44]4)=[CH:19][N:20]=3)[C:15]2=[O:25])=[CH:9][CH:8]=1)([CH3:4])([CH3:3])[CH3:2]. (8) The product is: [Cl:4][C:5]1[CH:6]=[C:7]([I:12])[C:8]([O:11][CH3:13])=[CH:9][N:10]=1. Given the reactants [H-].[Na+].Cl.[Cl:4][C:5]1[N:10]=[CH:9][C:8]([OH:11])=[C:7]([I:12])[CH:6]=1.[CH3:13]I, predict the reaction product. (9) Given the reactants Cl[C:2]1[CH:3]=[CH:4][C:5]([N+:9]([O-:11])=[O:10])=[C:6]([CH:8]=1)[NH2:7].[CH3:12][N:13]([CH3:15])[NH2:14].C(=O)([O-])[O-].[K+].[K+].O, predict the reaction product. The product is: [CH3:12][N:13]([CH3:15])[NH:14][C:2]1[CH:3]=[CH:4][C:5]([N+:9]([O-:11])=[O:10])=[C:6]([NH2:7])[CH:8]=1.